This data is from Full USPTO retrosynthesis dataset with 1.9M reactions from patents (1976-2016). The task is: Predict the reactants needed to synthesize the given product. Given the product [C:1]([O:4][C:5]1[CH:6]=[CH:7][C:8]([C:11]([C:30]2[CH:31]=[CH:32][C:33]([O:36][C:37](=[O:39])[CH3:38])=[CH:34][CH:35]=2)=[C:12]([C:15]2[CH:20]=[CH:19][C:18](/[CH:21]=[CH:22]/[C:23]([OH:25])=[O:24])=[CH:17][CH:16]=2)[CH2:13][CH3:14])=[CH:9][CH:10]=1)(=[O:3])[CH3:2], predict the reactants needed to synthesize it. The reactants are: [C:1]([O:4][C:5]1[CH:10]=[CH:9][C:8]([C:11]([C:30]2[CH:35]=[CH:34][C:33]([O:36][C:37](=[O:39])[CH3:38])=[CH:32][CH:31]=2)=[C:12]([C:15]2[CH:20]=[CH:19][C:18](/[CH:21]=[CH:22]/[C:23]([O:25]C(C)(C)C)=[O:24])=[CH:17][CH:16]=2)[CH2:13][CH3:14])=[CH:7][CH:6]=1)(=[O:3])[CH3:2].C(C(O)=O)(F)(F)F.